Dataset: Reaction yield outcomes from USPTO patents with 853,638 reactions. Task: Predict the reaction yield, written as a fraction of the theoretical maximum amount of product (1.0 means a 100% yield; for example, 0.34 means a 34% yield). (1) The yield is 0.450. The product is [CH3:34][O:35][C:36]12[CH2:42][C:39]([CH2:43][CH:2]=[O:3])([CH2:38][CH2:37]1)[CH2:40][CH2:41]2. The catalyst is C1COCC1.C1(C)C=CC=CC=1. The reactants are [Cl-].[CH3:2][O:3]C[P+](C1C=CC=CC=1)(C1C=CC=CC=1)C1C=CC=CC=1.C[Si]([N-][Si](C)(C)C)(C)C.[K+].[CH3:34][O:35][C:36]12[CH2:42][C:39]([CH:43]=O)([CH2:40][CH2:41]1)[CH2:38][CH2:37]2.Cl. (2) The reactants are O[CH2:2][C:3]1[CH:19]=[CH:18][C:6]([CH2:7][NH:8][S:9]([C:12]2[CH:17]=[CH:16][CH:15]=[CH:14][N:13]=2)(=[O:11])=[O:10])=[CH:5][CH:4]=1.CCN(CC)CC.CS([Cl:31])(=O)=O. The product is [Cl:31][CH2:2][C:3]1[CH:19]=[CH:18][C:6]([CH2:7][NH:8][S:9]([C:12]2[CH:17]=[CH:16][CH:15]=[CH:14][N:13]=2)(=[O:11])=[O:10])=[CH:5][CH:4]=1. The yield is 0.450. No catalyst specified. (3) The reactants are O[CH2:2][N:3]1[C:7]([CH3:8])=[CH:6][C:5]([CH3:9])=[N:4]1.[CH:10]([NH2:13])([CH3:12])[CH3:11]. The catalyst is ClCCCl. The product is [CH3:9][C:5]1[CH:6]=[C:7]([CH3:8])[N:3]([CH2:2][N:13]([CH2:2][N:3]2[C:7]([CH3:8])=[CH:6][C:5]([CH3:9])=[N:4]2)[CH:10]([CH3:12])[CH3:11])[N:4]=1. The yield is 0.980. (4) The reactants are [CH3:1][C@:2]12[C@H:10]([CH3:11])[CH2:9][CH:8]=[CH:7][C@H:6]1[CH2:5][C:4]([CH:12]=[O:13])=[CH:3]2.[OH:14]O.[OH-].[Na+]. The catalyst is CO.CCOCC. The product is [CH3:1][C@@:2]12[C@H:3]3[O:14][C@@:4]3([CH:12]=[O:13])[CH2:5][C@@H:6]1[CH:7]=[CH:8][CH2:9][C@H:10]2[CH3:11]. The yield is 0.740. (5) The reactants are [F:1][C:2]1[CH:3]=[C:4]([CH:14]=[CH:15][CH:16]=1)[CH2:5][C:6]1[O:10][N:9]=[C:8]([C:11]([OH:13])=O)[CH:7]=1.[O:17]1[C:21]2[CH:22]=[CH:23][CH:24]=[CH:25][C:20]=2[C:19]([CH2:26][CH2:27][NH2:28])=[CH:18]1.CN(C(ON1N=NC2C=CC=NC1=2)=[N+](C)C)C.F[P-](F)(F)(F)(F)F.C(N(CC)C(C)C)(C)C. The catalyst is CN(C=O)C. The product is [O:17]1[C:21]2[CH:22]=[CH:23][CH:24]=[CH:25][C:20]=2[C:19]([CH2:26][CH2:27][NH:28][C:11]([C:8]2[CH:7]=[C:6]([CH2:5][C:4]3[CH:14]=[CH:15][CH:16]=[C:2]([F:1])[CH:3]=3)[O:10][N:9]=2)=[O:13])=[CH:18]1. The yield is 0.0900. (6) The reactants are [F:1][CH:2]([F:33])[C:3]1[N:7]([C:8]2[N:13]=[C:12]([N:14]3[CH2:19][CH2:18][O:17][CH2:16][CH2:15]3)[N:11]=[C:10]([N:20]3[CH2:25][CH2:24][CH2:23][C@H:22]([NH2:26])[CH2:21]3)[N:9]=2)[C:6]2[CH:27]=[CH:28][CH:29]=[C:30]([O:31][CH3:32])[C:5]=2[N:4]=1.[Cl:34][CH2:35][S:36](Cl)(=[O:38])=[O:37].C([O-])([O-])=O.[K+].[K+]. The catalyst is C(Cl)Cl. The product is [Cl:34][CH2:35][S:36]([NH:26][C@H:22]1[CH2:23][CH2:24][CH2:25][N:20]([C:10]2[N:9]=[C:8]([N:7]3[C:6]4[CH:27]=[CH:28][CH:29]=[C:30]([O:31][CH3:32])[C:5]=4[N:4]=[C:3]3[CH:2]([F:1])[F:33])[N:13]=[C:12]([N:14]3[CH2:15][CH2:16][O:17][CH2:18][CH2:19]3)[N:11]=2)[CH2:21]1)(=[O:38])=[O:37]. The yield is 0.570. (7) The reactants are [C:1]([N:5]1[C:9]([C:10]2[CH:15]=[CH:14][C:13]([O:16][CH3:17])=[CH:12][CH:11]=2)=[C:8]([C:18]2[S:19][CH:20]=[C:21]([CH2:23][OH:24])[N:22]=2)[CH:7]=[N:6]1)([CH3:4])([CH3:3])[CH3:2].O. The catalyst is CS(C)=O. The product is [C:1]([N:5]1[C:9]([C:10]2[CH:11]=[CH:12][C:13]([O:16][CH3:17])=[CH:14][CH:15]=2)=[C:8]([C:18]2[S:19][CH:20]=[C:21]([CH:23]=[O:24])[N:22]=2)[CH:7]=[N:6]1)([CH3:3])([CH3:4])[CH3:2]. The yield is 0.920.